From a dataset of Catalyst prediction with 721,799 reactions and 888 catalyst types from USPTO. Predict which catalyst facilitates the given reaction. (1) Reactant: [NH2:1][CH2:2][CH2:3][O:4][C:5]1[CH:10]=[CH:9][C:8]([NH:11][C:12](=[O:21])[C:13]2[CH:18]=[CH:17][CH:16]=[C:15]([O:19][CH3:20])[CH:14]=2)=[CH:7][C:6]=1[C:22]1[N:26]([CH3:27])[N:25]=[CH:24][CH:23]=1.Cl.[C:29](=[NH:34])(OCC)[CH3:30].C(N(CC)CC)C. Product: [C:29]([NH:1][CH2:2][CH2:3][O:4][C:5]1[CH:10]=[CH:9][C:8]([NH:11][C:12](=[O:21])[C:13]2[CH:18]=[CH:17][CH:16]=[C:15]([O:19][CH3:20])[CH:14]=2)=[CH:7][C:6]=1[C:22]1[N:26]([CH3:27])[N:25]=[CH:24][CH:23]=1)(=[NH:34])[CH3:30]. The catalyst class is: 4. (2) Reactant: [O:1]1[CH2:4][CH:3]([NH:5][CH2:6][C:7]([NH:9][CH2:10][C:11]2[CH:12]=[C:13]([C:17]3[CH:22]=[CH:21][C:20]([C:23]([F:26])([F:25])[F:24])=[CH:19][CH:18]=3)[CH:14]=[CH:15][CH:16]=2)=[O:8])[CH2:2]1.CCN(C(C)C)C(C)C.[F:36][C:37]1[CH:42]=[CH:41][C:40]([S:43](Cl)(=[O:45])=[O:44])=[CH:39][CH:38]=1. Product: [F:36][C:37]1[CH:42]=[CH:41][C:40]([S:43]([N:5]([CH:3]2[CH2:4][O:1][CH2:2]2)[CH2:6][C:7]([NH:9][CH2:10][C:11]2[CH:12]=[C:13]([C:17]3[CH:18]=[CH:19][C:20]([C:23]([F:25])([F:24])[F:26])=[CH:21][CH:22]=3)[CH:14]=[CH:15][CH:16]=2)=[O:8])(=[O:45])=[O:44])=[CH:39][CH:38]=1. The catalyst class is: 64. (3) Reactant: C([Li])CCC.[CH2:6]([SH:8])[CH3:7].[CH2:9]([O:11][C:12](=[O:24])/[C:13](/[NH:21][CH:22]=[O:23])=[C:14](/[CH3:20])\[CH2:15][CH2:16][CH2:17][CH2:18][CH3:19])[CH3:10]. Product: [CH2:9]([O:11][C:12](=[O:24])[CH:13]([NH:21][CH:22]=[O:23])[C:14]([S:8][CH2:6][CH3:7])([CH3:20])[CH2:15][CH2:16][CH2:17][CH2:18][CH3:19])[CH3:10]. The catalyst class is: 1. (4) Product: [CH2:9]([O:8][C:6]([C:5]1[C:4](=[O:20])[C:18]2[C:13](=[N:14][CH:15]=[CH:16][CH:17]=2)[N:12]([CH3:21])[CH:11]=1)=[O:7])[CH3:10]. Reactant: C(O[C:4](=[O:20])[C:5](=[CH:11][NH:12][C:13]1[CH:18]=[CH:17][CH:16]=[C:15](C)[N:14]=1)[C:6]([O:8][CH2:9][CH3:10])=[O:7])C.[CH3:21]CCCCC. The catalyst class is: 400. (5) Reactant: Cl[C:2]1[C:3]2[CH:10]=[CH:9][N:8]([CH:11]3[CH2:16][CH2:15][N:14]([C:17]([O:19][C:20]([CH3:23])([CH3:22])[CH3:21])=[O:18])[CH2:13][CH2:12]3)[C:4]=2[N:5]=[CH:6][N:7]=1.C1N2CCN(CC2)C1.C(=O)([O-])[O-:33].[K+].[K+].O1CCOCC1. Product: [O:33]=[C:2]1[NH:7][CH:6]=[N:5][C:4]2[N:8]([CH:11]3[CH2:16][CH2:15][N:14]([C:17]([O:19][C:20]([CH3:23])([CH3:22])[CH3:21])=[O:18])[CH2:13][CH2:12]3)[CH:9]=[CH:10][C:3]1=2. The catalyst class is: 6.